The task is: Predict the reaction yield, written as a fraction of the theoretical maximum amount of product (1.0 means a 100% yield; for example, 0.34 means a 34% yield).. This data is from Reaction yield outcomes from USPTO patents with 853,638 reactions. (1) The reactants are [N:1]1[C:8](Cl)=[N:7][C:5]([Cl:6])=[N:4][C:2]=1[Cl:3].C(=O)(O)[O-].[K+].[CH:15]1([CH2:21][OH:22])[CH2:20][CH2:19][CH2:18][CH2:17][CH2:16]1. The catalyst is C1(C)C=CC=CC=1.C1OCCOCCOCCOCCOCCOC1. The product is [Cl:3][C:2]1[N:4]=[C:5]([Cl:6])[N:7]=[C:8]([O:22][CH2:21][CH:15]2[CH2:20][CH2:19][CH2:18][CH2:17][CH2:16]2)[N:1]=1. The yield is 0.990. (2) The reactants are Cl.[NH2:2][OH:3].[OH-].[K+].C[O:7][C:8]([CH:10]([NH:15][C:16](=[O:22])[O:17][C:18]([CH3:21])([CH3:20])[CH3:19])[CH2:11][CH:12]([CH3:14])[CH3:13])=O.O. The catalyst is CO.C(O)(=O)C. The product is [OH:3][NH:2][C:8]([CH:10]([NH:15][C:16](=[O:22])[O:17][C:18]([CH3:21])([CH3:20])[CH3:19])[CH2:11][CH:12]([CH3:14])[CH3:13])=[O:7]. The yield is 0.900. (3) The yield is 0.710. The product is [CH2:1]([C@@H:3]1[CH2:4][CH2:5][C@H:6]([O:9][C:10]2[CH:11]=[C:12]3[C:17](=[CH:18][CH:19]=2)[CH:16]=[C:15]([CH2:20][N:21]2[CH2:22][CH2:23][CH:24]([C:27]([OH:29])=[O:28])[CH2:25][CH2:26]2)[CH:14]=[CH:13]3)[CH2:7][CH2:8]1)[CH3:2]. The catalyst is C(O)C.O. The reactants are [CH2:1]([C@@H:3]1[CH2:8][CH2:7][C@H:6]([O:9][C:10]2[CH:11]=[C:12]3[C:17](=[CH:18][CH:19]=2)[CH:16]=[C:15]([CH2:20][N:21]2[CH2:26][CH2:25][CH:24]([C:27]([O:29]CC)=[O:28])[CH2:23][CH2:22]2)[CH:14]=[CH:13]3)[CH2:5][CH2:4]1)[CH3:2].[OH-].[Na+]. (4) The reactants are [Cl:1][C:2]1[CH:7]=[CH:6][C:5]([SH:8])=[CH:4][CH:3]=1.[OH-].[Na+].[F:11][C:12]1[CH:19]=[CH:18][C:17]([F:20])=[CH:16][C:13]=1[CH2:14]Br. The catalyst is O. The product is [Cl:1][C:2]1[CH:7]=[CH:6][C:5]([S:8][CH2:14][C:13]2[CH:16]=[C:17]([F:20])[CH:18]=[CH:19][C:12]=2[F:11])=[CH:4][CH:3]=1. The yield is 0.996. (5) The reactants are [Br:1][C:2]1[CH:3]=[C:4]2[C:9](=[N:10][CH:11]=1)[NH:8][CH2:7][CH2:6][CH:5]2[OH:12].[Cl:13][C:14]1[CH:15]=[C:16](O)[CH:17]=[CH:18][CH:19]=1. The catalyst is CO.C(Cl)Cl. The product is [Br:1][C:2]1[CH:3]=[C:4]2[C:9](=[N:10][CH:11]=1)[NH:8][CH2:7][CH2:6][CH:5]2[O:12][C:18]1[CH:17]=[CH:16][CH:15]=[C:14]([Cl:13])[CH:19]=1. The yield is 0.600. (6) The reactants are [CH2:1]([N:4]([CH2:8][C:9]#[CH:10])[CH2:5][C:6]#[CH:7])[C:2]#[CH:3].[CH2:11]([O:23][C:24]1[CH:31]=[CH:30][C:27]([CH2:28][Br:29])=[CH:26][CH:25]=1)[CH2:12][CH2:13][CH2:14][CH2:15][CH2:16][CH2:17][CH2:18][CH2:19][CH2:20][CH2:21][CH3:22]. The catalyst is CC(C)=O. The product is [Br-:29].[CH2:11]([O:23][C:24]1[CH:31]=[CH:30][C:27]([CH2:28][N+:4]([CH2:8][C:9]#[CH:10])([CH2:5][C:6]#[CH:7])[CH2:1][C:2]#[CH:3])=[CH:26][CH:25]=1)[CH2:12][CH2:13][CH2:14][CH2:15][CH2:16][CH2:17][CH2:18][CH2:19][CH2:20][CH2:21][CH3:22]. The yield is 0.610. (7) The reactants are [Cl:1][C:2]1[C:3]([N:18]2[CH2:23][CH2:22][CH2:21][C@@H:20]([NH:24]C(=O)OC(C)(C)C)[CH2:19]2)=[C:4]2[C:10]([NH:11][C:12](=[O:17])[CH2:13][CH:14]([CH3:16])[CH3:15])=[CH:9][NH:8][C:5]2=[N:6][CH:7]=1. The catalyst is C(O)(C(F)(F)F)=O. The product is [ClH:1].[NH2:24][C@@H:20]1[CH2:21][CH2:22][CH2:23][N:18]([C:3]2[C:2]([Cl:1])=[CH:7][N:6]=[C:5]3[NH:8][CH:9]=[C:10]([NH:11][C:12](=[O:17])[CH2:13][CH:14]([CH3:15])[CH3:16])[C:4]=23)[CH2:19]1. The yield is 0.790. (8) The reactants are Cl.[CH2:2]=[C:3]1[CH2:8][CH2:7][NH:6][CH2:5][CH2:4]1.C(N(CC)CC)C.[C:16](O[C:16]([O:18][C:19]([CH3:22])([CH3:21])[CH3:20])=[O:17])([O:18][C:19]([CH3:22])([CH3:21])[CH3:20])=[O:17]. The catalyst is ClCCl. The product is [CH2:2]=[C:3]1[CH2:8][CH2:7][N:6]([C:16]([O:18][C:19]([CH3:22])([CH3:21])[CH3:20])=[O:17])[CH2:5][CH2:4]1. The yield is 0.920.